This data is from Full USPTO retrosynthesis dataset with 1.9M reactions from patents (1976-2016). The task is: Predict the reactants needed to synthesize the given product. (1) Given the product [NH:2]1[CH:6]=[C:5]([CH2:7][C:8]([O:10][CH3:15])=[O:9])[N:4]=[CH:3]1, predict the reactants needed to synthesize it. The reactants are: Cl.[NH:2]1[CH:6]=[C:5]([CH2:7][C:8]([OH:10])=[O:9])[N:4]=[CH:3]1.S(Cl)(Cl)=O.[CH3:15]O. (2) Given the product [Cl:1][C:2]1[CH:7]=[CH:6][C:5]([O:8][CH2:10][C:11]([OH:13])=[O:12])=[CH:4][CH:3]=1, predict the reactants needed to synthesize it. The reactants are: [Cl:1][C:2]1[CH:7]=[CH:6][C:5]([OH:8])=[CH:4][CH:3]=1.Br[CH2:10][C:11]([O:13]C)=[O:12].C(=O)([O-])[O-].[Cs+].[Cs+].CC(C)=O. (3) Given the product [CH2:1]([N:5]([CH3:37])[C:6]([O:8][CH:9]1[CH2:18][CH2:17][C:16]2[CH:15]=[C:14]([C@H:19]3[CH2:36][CH2:35][C@@:21]4([N:25]([C:26]([O:28][C:29]([CH3:32])([CH3:31])[CH3:30])=[O:27])[C:24]([CH3:34])([CH3:33])[O:23][CH2:22]4)[CH2:20]3)[CH:13]=[CH:12][C:11]=2[CH2:10]1)=[O:7])[CH2:2][CH2:3][CH3:4], predict the reactants needed to synthesize it. The reactants are: [CH2:1]([NH:5][C:6]([O:8][CH:9]1[CH2:18][CH2:17][C:16]2[CH:15]=[C:14]([C@H:19]3[CH2:36][CH2:35][C@@:21]4([N:25]([C:26]([O:28][C:29]([CH3:32])([CH3:31])[CH3:30])=[O:27])[C:24]([CH3:34])([CH3:33])[O:23][CH2:22]4)[CH2:20]3)[CH:13]=[CH:12][C:11]=2[CH2:10]1)=[O:7])[CH2:2][CH2:3][CH3:4].[CH3:37]C(C)([O-])C.[K+].CI. (4) The reactants are: Br[C:2]1[CH:3]=[C:4]([C:15]([NH:17][CH2:18][C:19]2[C:20](=[O:27])[NH:21][C:22]([CH3:26])=[CH:23][C:24]=2[CH3:25])=[O:16])[C:5]2[C:6]([CH3:14])=[N:7][N:8]([CH:11]([CH3:13])[CH3:12])[C:9]=2[CH:10]=1.Br[C:29]1[CH:30]=[C:31](C(OC)=O)[C:32]2[C:33](C=O)=[N:34]NC=2C=1.C(=O)([O-])[O-].[Na+].[Na+].[CH3:50][N:51](C=O)[CH3:52]. Given the product [CH3:50][N:51]([CH3:52])[C:33]1[N:34]=[CH:29][C:30]([C:2]2[CH:3]=[C:4]([C:15]([NH:17][CH2:18][C:19]3[C:20](=[O:27])[NH:21][C:22]([CH3:26])=[CH:23][C:24]=3[CH3:25])=[O:16])[C:5]3[C:6]([CH3:14])=[N:7][N:8]([CH:11]([CH3:12])[CH3:13])[C:9]=3[CH:10]=2)=[CH:31][CH:32]=1, predict the reactants needed to synthesize it.